From a dataset of Full USPTO retrosynthesis dataset with 1.9M reactions from patents (1976-2016). Predict the reactants needed to synthesize the given product. (1) Given the product [CH:25]([C:23]1[C:22]2[C:17](=[CH:18][CH:19]=[CH:20][CH:21]=2)[CH:16]=[C:15]([C:2]2([OH:1])[CH2:7][CH2:6][N:5]([C:8]([O:10][C:11]([CH3:13])([CH3:12])[CH3:14])=[O:9])[CH2:4][CH2:3]2)[CH:24]=1)=[O:26], predict the reactants needed to synthesize it. The reactants are: [OH:1][C:2]1([C:15]2[CH:24]=[C:23]([CH2:25][OH:26])[C:22]3[C:17](=[CH:18][CH:19]=[CH:20][CH:21]=3)[CH:16]=2)[CH2:7][CH2:6][N:5]([C:8]([O:10][C:11]([CH3:14])([CH3:13])[CH3:12])=[O:9])[CH2:4][CH2:3]1.N1C=CC=CC=1.CC(OI1(OC(C)=O)(OC(C)=O)OC(=O)C2C=CC=CC1=2)=O. (2) Given the product [C:1]([O:5][C:6]1[CH:7]=[C:8]([C:12]2[C:13]3[CH2:26][CH2:25][N:24]([C:42]([C:43]4[CH:48]=[CH:47][CH:46]=[CH:45][CH:44]=4)=[O:49])[C:14]=3[N:15]=[C:16]([N:18]3[CH2:19][CH2:20][O:21][CH2:22][CH2:23]3)[N:17]=2)[CH:9]=[CH:10][CH:11]=1)([CH3:4])([CH3:2])[CH3:3], predict the reactants needed to synthesize it. The reactants are: [C:1]([O:5][C:6]1[CH:7]=[C:8]([C:12]2[C:13]3[CH2:26][CH2:25][NH:24][C:14]=3[N:15]=[C:16]([N:18]3[CH2:23][CH2:22][O:21][CH2:20][CH2:19]3)[N:17]=2)[CH:9]=[CH:10][CH:11]=1)([CH3:4])([CH3:3])[CH3:2].N1C=CC=CC=1.CN(C1C=CC=CN=1)C.[C:42](Cl)(=[O:49])[C:43]1[CH:48]=[CH:47][CH:46]=[CH:45][CH:44]=1.